From a dataset of Full USPTO retrosynthesis dataset with 1.9M reactions from patents (1976-2016). Predict the reactants needed to synthesize the given product. (1) Given the product [CH3:14][O:7][C:6](=[O:8])[C:5]1[CH:9]=[CH:10][C:2]([F:1])=[C:3]([N+:11]([O-:13])=[O:12])[CH:4]=1, predict the reactants needed to synthesize it. The reactants are: [F:1][C:2]1[CH:10]=[CH:9][C:5]([C:6]([OH:8])=[O:7])=[CH:4][C:3]=1[N+:11]([O-:13])=[O:12].[C:14](Cl)(=O)C(Cl)=O.C(N(CC)CC)C.CO.C(=O)(O)[O-].[Na+]. (2) The reactants are: Br[C:2]1[N:6]([S:7]([C:10]2[CH:11]=[N:12][CH:13]=[CH:14][CH:15]=2)(=[O:9])=[O:8])[CH:5]=[C:4]([CH2:16][N:17]([CH3:25])[C:18](=[O:24])[O:19][C:20]([CH3:23])([CH3:22])[CH3:21])[CH:3]=1.[Cl:26][C:27]1[N:32]=[CH:31][C:30](B(O)O)=[CH:29][CH:28]=1.C(=O)([O-])O.[Na+].CO[CH2:43][CH2:44]OC. Given the product [C:20]([O:19][C:18](=[O:24])[N:17]([CH2:16][C:4]1[CH:3]=[C:2]([C:4]2[CH:3]=[CH:43][C:44]([C:30]3[CH:31]=[N:32][C:27]([Cl:26])=[CH:28][CH:29]=3)=[N:6][CH:5]=2)[N:6]([S:7]([C:10]2[CH:11]=[N:12][CH:13]=[CH:14][CH:15]=2)(=[O:9])=[O:8])[CH:5]=1)[CH3:25])([CH3:23])([CH3:22])[CH3:21], predict the reactants needed to synthesize it. (3) Given the product [Cl:19][C:20]1[CH:25]=[CH:24][C:23]([NH:1][C@H:2]2[C:11]3[CH:10]=[C:9]4[O:12][CH2:13][O:14][C:8]4=[CH:7][C:6]=3[N:5]([C:15](=[O:17])[CH3:16])[C@@H:4]([CH3:18])[CH2:3]2)=[CH:22][CH:21]=1, predict the reactants needed to synthesize it. The reactants are: [NH2:1][CH:2]1[C:11]2[CH:10]=[C:9]3[O:12][CH2:13][O:14][C:8]3=[CH:7][C:6]=2[N:5]([C:15](=[O:17])[CH3:16])[CH:4]([CH3:18])[CH2:3]1.[Cl:19][C:20]1[CH:25]=[CH:24][C:23](B(O)O)=[CH:22][CH:21]=1.C(N(CC)CC)C.[Cl-].[NH4+]. (4) Given the product [CH3:1][O:2][C:3]1[CH:4]=[C:5]2[C:10](=[CH:11][CH:12]=1)[CH2:9][N:8]([C:20]([O:22][C:23]([CH3:26])([CH3:25])[CH3:24])=[O:21])[CH2:7][CH2:6]2, predict the reactants needed to synthesize it. The reactants are: [CH3:1][O:2][C:3]1[CH:4]=[C:5]2[C:10](=[CH:11][CH:12]=1)[CH2:9][NH:8][CH2:7][CH2:6]2.C(N(CC)CC)C.[C:20](O[C:20]([O:22][C:23]([CH3:26])([CH3:25])[CH3:24])=[O:21])([O:22][C:23]([CH3:26])([CH3:25])[CH3:24])=[O:21].O. (5) Given the product [F:38][C:2]1([F:1])[O:6][C:5]2[CH:7]=[CH:8][C:9]([C:11]3([C:14]([NH:16][C@H:17]4[C:26]5[C:21](=[CH:22][CH:23]=[C:24]([CH3:27])[CH:25]=5)[O:20][C@@H:19]([C:28]5[CH:29]=[C:30]([CH:35]=[CH:36][CH:37]=5)[C:31]([OH:33])=[O:32])[CH2:18]4)=[O:15])[CH2:13][CH2:12]3)=[CH:10][C:4]=2[O:3]1, predict the reactants needed to synthesize it. The reactants are: [F:1][C:2]1([F:38])[O:6][C:5]2[CH:7]=[CH:8][C:9]([C:11]3([C:14]([NH:16][C@H:17]4[C:26]5[C:21](=[CH:22][CH:23]=[C:24]([CH3:27])[CH:25]=5)[O:20][C@@H:19]([C:28]5[CH:29]=[C:30]([CH:35]=[CH:36][CH:37]=5)[C:31]([O:33]C)=[O:32])[CH2:18]4)=[O:15])[CH2:13][CH2:12]3)=[CH:10][C:4]=2[O:3]1.[Li+].[OH-].